From a dataset of Forward reaction prediction with 1.9M reactions from USPTO patents (1976-2016). Predict the product of the given reaction. (1) The product is: [Cl:1][C:2]1[N:7]=[C:6]([NH:12][CH3:11])[C:5]([CH3:9])=[CH:4][N:3]=1. Given the reactants [Cl:1][C:2]1[N:7]=[C:6](Cl)[C:5]([CH3:9])=[CH:4][N:3]=1.C[CH2:11][N:12](C(C)C)C(C)C.CN, predict the reaction product. (2) Given the reactants [NH2:1][C:2]1[N:3]=[C:4]([Cl:24])[C:5]2[C:11](=[O:12])[CH2:10][CH2:9][N:8]([CH2:13][C:14]3[C:19]([CH3:20])=[C:18]([O:21][CH3:22])[C:17]([CH3:23])=[CH:16][N:15]=3)[C:6]=2[N:7]=1.C(=O)([O-])[O-].[Cs+].[Cs+].[CH:31]1([CH:36]=[O:37])[CH2:35][CH2:34][CH2:33][CH2:32]1, predict the reaction product. The product is: [NH2:1][C:2]1[N:3]=[C:4]([Cl:24])[C:5]2[C:11](=[O:12])[CH:10]([CH:36]([CH:31]3[CH2:35][CH2:34][CH2:33][CH2:32]3)[OH:37])[CH2:9][N:8]([CH2:13][C:14]3[C:19]([CH3:20])=[C:18]([O:21][CH3:22])[C:17]([CH3:23])=[CH:16][N:15]=3)[C:6]=2[N:7]=1. (3) Given the reactants [CH2:1]([NH:4][C:5]1[C:10]([C:11]([NH2:13])=[O:12])=[CH:9][N:8]=[C:7]([NH:14][C:15]2[CH:20]=[CH:19][C:18]([CH:21]3[CH2:26][CH2:25][O:24][CH2:23][CH2:22]3)=[CH:17][CH:16]=2)[CH:6]=1)[C:2]#[CH:3].[N:27]([CH2:30][CH2:31][N:32]1[CH2:37][CH2:36][CH2:35][CH2:34][CH2:33]1)=[N+:28]=[N-:29].C1CCN2C(=NCCC2)CC1, predict the reaction product. The product is: [N:32]1([CH2:31][CH2:30][N:27]2[CH:3]=[C:2]([CH2:1][NH:4][C:5]3[C:10]([C:11]([NH2:13])=[O:12])=[CH:9][N:8]=[C:7]([NH:14][C:15]4[CH:20]=[CH:19][C:18]([CH:21]5[CH2:22][CH2:23][O:24][CH2:25][CH2:26]5)=[CH:17][CH:16]=4)[CH:6]=3)[N:29]=[N:28]2)[CH2:37][CH2:36][CH2:35][CH2:34][CH2:33]1. (4) Given the reactants C([O:5][C:6](=O)[C@H:7]([O:10][C:11]1[CH:34]=[CH:33][C:14]2[C:15]3[N:19]([CH2:20][CH2:21][O:22][C:13]=2[CH:12]=1)[CH:18]=[C:17]([C:23]1[N:24]([CH2:28][C:29]([F:32])([F:31])[F:30])[N:25]=[CH:26][N:27]=1)[N:16]=3)[CH2:8][CH3:9])(C)(C)C.C(O)(C(F)(F)F)=O.C[N:44](C(ON1N=NC2C=CC=NC1=2)=[N+](C)C)C.F[P-](F)(F)(F)(F)F.[Cl-].[NH4+].C(N(CC)CC)C, predict the reaction product. The product is: [F:30][C:29]([F:32])([F:31])[CH2:28][N:24]1[C:23]([C:17]2[N:16]=[C:15]3[C:14]4[CH:33]=[CH:34][C:11]([O:10][C@H:7]([CH2:8][CH3:9])[C:6]([NH2:44])=[O:5])=[CH:12][C:13]=4[O:22][CH2:21][CH2:20][N:19]3[CH:18]=2)=[N:27][CH:26]=[N:25]1.